Dataset: Full USPTO retrosynthesis dataset with 1.9M reactions from patents (1976-2016). Task: Predict the reactants needed to synthesize the given product. (1) Given the product [F:1][C:2]1[CH:3]=[CH:4][C:5]([CH3:10])=[C:6]([CH:7]=[C:14]([N+:11]([O-:13])=[O:12])[CH3:15])[CH:9]=1, predict the reactants needed to synthesize it. The reactants are: [F:1][C:2]1[CH:3]=[CH:4][C:5]([CH3:10])=[C:6]([CH:9]=1)[CH:7]=O.[N+:11]([CH2:14][CH3:15])([O-:13])=[O:12].C1(N)CCCCC1. (2) Given the product [Cl:37][CH2:2][C:3]([NH:5][C:6]1[CH:11]=[CH:10][C:9]([CH2:12][OH:13])=[CH:8][CH:7]=1)=[O:4], predict the reactants needed to synthesize it. The reactants are: Br[CH2:2][C:3]([NH:5][C:6]1[CH:11]=[CH:10][C:9]([CH2:12][O:13][Si](C(C)(C)C)(C)C)=[CH:8][CH:7]=1)=[O:4].[Si](OCC1C=CC(N)=CC=1)(C(C)(C)C)(C)C.[Cl:37]CC(Cl)=O.BrCC(Cl)=O.